This data is from Catalyst prediction with 721,799 reactions and 888 catalyst types from USPTO. The task is: Predict which catalyst facilitates the given reaction. (1) Reactant: [Br:1][C:2]1[CH:7]=[CH:6][C:5]([S:8]([O:11][CH2:12][CH2:13][CH2:14][O:15][C:16]2[CH:21]=[CH:20][C:19]([CH2:22][NH:23][C:24]([NH:33]C(OC(C)(C)C)=O)=[N:25]C(OC(C)(C)C)=O)=[CH:18][C:17]=2[Br:41])(=[O:10])=[O:9])=[CH:4][CH:3]=1.[F:42][C:43]([F:48])([F:47])[C:44]([OH:46])=[O:45]. Product: [F:42][C:43]([F:48])([F:47])[C:44]([OH:46])=[O:45].[Br:1][C:2]1[CH:7]=[CH:6][C:5]([S:8]([O:11][CH2:12][CH2:13][CH2:14][O:15][C:16]2[CH:21]=[CH:20][C:19]([CH2:22][NH:23][C:24]([NH2:33])=[NH:25])=[CH:18][C:17]=2[Br:41])(=[O:10])=[O:9])=[CH:4][CH:3]=1. The catalyst class is: 2. (2) Reactant: C(OC(=O)[NH:7][CH:8]1[CH2:10][CH:9]1[C:11]1[CH:16]=[CH:15][C:14]([F:17])=[CH:13][CH:12]=1)(C)(C)C.Cl. Product: [F:17][C:14]1[CH:13]=[CH:12][C:11]([CH:9]2[CH2:10][CH:8]2[NH2:7])=[CH:16][CH:15]=1. The catalyst class is: 12. (3) Reactant: [NH2:1][C:2]1[C:7]([CH2:8][NH:9][S:10]([CH3:13])(=[O:12])=[O:11])=[C:6]([CH:14]2[CH2:19][CH2:18][CH2:17][N:16]([C:20]([O:22][C:23]([CH3:26])([CH3:25])[CH3:24])=[O:21])[CH2:15]2)[CH:5]=[C:4]([C:27]2[C:32]([OH:33])=[CH:31][CH:30]=[CH:29][C:28]=2[O:34][CH2:35][CH:36]2[CH2:38][CH2:37]2)[N:3]=1.C(N(CC)CC)C.Cl[C:47](Cl)([O:49]C(=O)OC(Cl)(Cl)Cl)Cl. Product: [CH:36]1([CH2:35][O:34][C:28]2[CH:29]=[CH:30][CH:31]=[C:32]([OH:33])[C:27]=2[C:4]2[CH:5]=[C:6]([CH:14]3[CH2:19][CH2:18][CH2:17][N:16]([C:20]([O:22][C:23]([CH3:26])([CH3:25])[CH3:24])=[O:21])[CH2:15]3)[C:7]3[CH2:8][N:9]([S:10]([CH3:13])(=[O:11])=[O:12])[C:47](=[O:49])[NH:1][C:2]=3[N:3]=2)[CH2:37][CH2:38]1. The catalyst class is: 7. (4) Reactant: [S:1]1[CH:5]=[CH:4][N:3]=[C:2]1[C:6]([NH:8][NH2:9])=O.[NH2:10][C:11](=S)[C:12]([O:14][CH2:15][CH3:16])=[O:13].[Cl-].[NH4+]. Product: [S:1]1[CH:5]=[CH:4][N:3]=[C:2]1[C:6]1[N:10]=[C:11]([C:12]([O:14][CH2:15][CH3:16])=[O:13])[NH:9][N:8]=1. The catalyst class is: 823. (5) Reactant: [CH3:1][C:2]1[C:7]2[NH:8]C(=O)O[C:11](=[O:12])[C:6]=2[CH:5]=[C:4]([C:14]#[N:15])[CH:3]=1.Cl.[C:17]1([NH2:23])([CH:20]2[CH2:22][CH2:21]2)[CH2:19][CH2:18]1.C(N(CC)CC)C. Product: [NH2:8][C:7]1[C:2]([CH3:1])=[CH:3][C:4]([C:14]#[N:15])=[CH:5][C:6]=1[C:11]([NH:23][C:17]1([CH:20]2[CH2:22][CH2:21]2)[CH2:19][CH2:18]1)=[O:12]. The catalyst class is: 1. (6) Reactant: [CH3:1][C:2]1[S:3][CH:4]=[C:5]([C:7]([NH:9][C:10]2[CH:18]=[C:17]([Sn](C)(C)C)[CH:16]=[C:15]3[C:11]=2[CH:12]=[N:13][N:14]3S(C2C=CC=CC=2)(=O)=O)=[O:8])[N:6]=1.[F:32][C:33]1[C:34](I)=[C:35]2[CH:41]=[CH:40][N:39](S(C3C=CC([N+]([O-])=O)=CC=3)(=O)=O)[C:36]2=[N:37][CH:38]=1.C(O)(C(F)(F)F)=O. Product: [F:32][C:33]1[C:34]([C:17]2[CH:16]=[C:15]3[C:11]([CH:12]=[N:13][NH:14]3)=[C:10]([NH:9][C:7]([C:5]3[N:6]=[C:2]([CH3:1])[S:3][CH:4]=3)=[O:8])[CH:18]=2)=[C:35]2[CH:41]=[CH:40][NH:39][C:36]2=[N:37][CH:38]=1. The catalyst class is: 726. (7) Reactant: [C:1]1([C:7]([C:19]2[CH:24]=[CH:23][CH:22]=[CH:21][CH:20]=2)([C:13]2[CH:18]=[CH:17][CH:16]=[CH:15][CH:14]=2)[O:8][CH2:9][C@H:10]([OH:12])[CH3:11])[CH:6]=[CH:5][CH:4]=[CH:3][CH:2]=1.[Cl:25][C:26]1[CH:31]=[C:30](Cl)[N:29]=[C:28]([S:33][CH2:34][C:35]2[CH:40]=[CH:39][CH:38]=[C:37]([F:41])[C:36]=2[F:42])[N:27]=1.[H-].[Na+]. Product: [Cl:25][C:26]1[CH:31]=[C:30]([O:12][C@H:10]([CH3:11])[CH2:9][O:8][C:7]([C:19]2[CH:24]=[CH:23][CH:22]=[CH:21][CH:20]=2)([C:13]2[CH:14]=[CH:15][CH:16]=[CH:17][CH:18]=2)[C:1]2[CH:2]=[CH:3][CH:4]=[CH:5][CH:6]=2)[N:29]=[C:28]([S:33][CH2:34][C:35]2[CH:40]=[CH:39][CH:38]=[C:37]([F:41])[C:36]=2[F:42])[N:27]=1. The catalyst class is: 1.